Dataset: Full USPTO retrosynthesis dataset with 1.9M reactions from patents (1976-2016). Task: Predict the reactants needed to synthesize the given product. (1) The reactants are: [C:1]([O:5][C:6](=[O:24])[NH:7][C:8]1[CH:13]=[C:12]([O:14][CH2:15][CH:16]2[CH2:18][CH2:17]2)[C:11]([C:19]([F:22])([F:21])[F:20])=[CH:10][C:9]=1[NH2:23])([CH3:4])([CH3:3])[CH3:2].C([O:29][C:30](=O)[CH2:31][C:32]([C:34]1[CH:39]=[CH:38][CH:37]=[C:36]([C:40]2[CH:45]=[CH:44][N:43]=[C:42]([CH3:46])[CH:41]=2)[CH:35]=1)=[O:33])(C)(C)C. Given the product [C:1]([O:5][C:6](=[O:24])[NH:7][C:8]1[CH:13]=[C:12]([O:14][CH2:15][CH:16]2[CH2:17][CH2:18]2)[C:11]([C:19]([F:22])([F:21])[F:20])=[CH:10][C:9]=1[NH:23][C:30](=[O:29])[CH2:31][C:32]([C:34]1[CH:39]=[CH:38][CH:37]=[C:36]([C:40]2[CH:45]=[CH:44][N:43]=[C:42]([CH3:46])[CH:41]=2)[CH:35]=1)=[O:33])([CH3:4])([CH3:2])[CH3:3], predict the reactants needed to synthesize it. (2) Given the product [NH2:8][CH2:9][CH2:10][N:11]([CH3:41])[C@@H:12]1[CH2:19][N:18]2[C:20]3[CH:21]=[C:22]([C:33]([O:35][CH3:36])=[O:34])[CH:23]=[CH:24][C:25]=3[C:26]([CH:27]3[CH2:28][CH2:29][CH2:30][CH2:31][CH2:32]3)=[C:17]2[C:16]2[CH:37]=[CH:38][CH:39]=[CH:40][C:15]=2[O:14][CH2:13]1, predict the reactants needed to synthesize it. The reactants are: C(OC([NH:8][CH2:9][CH2:10][N:11]([CH3:41])[C@@H:12]1[CH2:19][N:18]2[C:20]3[CH:21]=[C:22]([C:33]([O:35][CH3:36])=[O:34])[CH:23]=[CH:24][C:25]=3[C:26]([CH:27]3[CH2:32][CH2:31][CH2:30][CH2:29][CH2:28]3)=[C:17]2[C:16]2[CH:37]=[CH:38][CH:39]=[CH:40][C:15]=2[O:14][CH2:13]1)=O)(C)(C)C.C(O)(C(F)(F)F)=O. (3) Given the product [C:34]1([NH:40][C:41]2[N:43]=[C:7]([C:14]3[C:22]4[C:17](=[N:18][CH:19]=[CH:20][CH:21]=4)[NH:16][CH:15]=3)[CH:8]=[C:9]([CH2:10][CH2:11][CH3:12])[N:42]=2)[CH:39]=[CH:38][CH:37]=[CH:36][CH:35]=1, predict the reactants needed to synthesize it. The reactants are: C(=O)([O-])[O-].[Na+].[Na+].[C:7]([C:14]1[C:22]2[C:17](=[N:18][CH:19]=[CH:20][CH:21]=2)[N:16](C(OC(C)(C)C)=O)[CH:15]=1)(=O)[C:8]#[C:9][CH2:10][CH2:11][CH3:12].C(=O)(O)O.[C:34]1([NH:40][C:41]([NH2:43])=[NH:42])[CH:39]=[CH:38][CH:37]=[CH:36][CH:35]=1. (4) Given the product [C:24]([NH:28][C:33]([C:2]([N:23]([CH3:22])[C:18](=[O:21])[CH3:19])([CH2:14][CH2:15][CH:16]=[CH2:17])[CH2:3][CH2:4][CH2:5][NH:6][C:7](=[O:13])[O:8][C:9]([CH3:12])([CH3:11])[CH3:10])=[O:34])([CH3:25])([CH3:26])[CH3:27], predict the reactants needed to synthesize it. The reactants are: O=[C:2]([CH2:14][CH2:15][CH:16]=[CH2:17])[CH2:3][CH2:4][CH2:5][NH:6][C:7](=[O:13])[O:8][C:9]([CH3:12])([CH3:11])[CH3:10].[C:18]([O-:21])(=O)[CH3:19].[CH3:22][NH3+:23].[C:24]([N+:28]#[C-])([CH3:27])([CH3:26])[CH3:25].Cl.FC(F)(F)[CH2:33][OH:34]. (5) Given the product [CH3:29][O:28][C:26]1[CH:25]=[CH:24][CH:23]=[C:22]2[C:27]=1[N:19]([CH:12]([C:13]1[CH:14]=[N:15][CH:16]=[CH:17][CH:18]=1)[CH2:4][CH2:3][OH:2])[CH:20]=[CH:21]2, predict the reactants needed to synthesize it. The reactants are: C[O:2][C:3](=O)[CH:4]([CH:12]([N:19]1[C:27]2[C:22](=[CH:23][CH:24]=[CH:25][C:26]=2[O:28][CH3:29])[CH:21]=[CH:20]1)[C:13]1[CH:14]=[N:15][CH:16]=[CH:17][CH:18]=1)C(OC(C)(C)C)=O.C1(C)C=CC(S(O)(=O)=O)=CC=1. (6) Given the product [N:3]1([CH2:8][CH2:9][CH2:10][CH2:11][CH2:12][CH2:13][C:14]#[N:15])[CH:2]=[CH:1][N:5]=[CH:4]1, predict the reactants needed to synthesize it. The reactants are: [CH:1]1[N-:5][CH:4]=[N:3][CH:2]=1.[Na+].Br[CH2:8][CH2:9][CH2:10][CH2:11][CH2:12][CH2:13][C:14]#[N:15]. (7) Given the product [Br:1][C:2]1[CH:3]=[CH:4][C:5]([O:8][C@H:9]2[C@@H:14]3[CH2:15][C@@H:11]([CH2:12][NH:13]3)[CH2:10]2)=[N:6][CH:7]=1, predict the reactants needed to synthesize it. The reactants are: [Br:1][C:2]1[CH:3]=[CH:4][C:5]([O:8][C@H:9]2[C@@H:14]3[CH2:15][C@@H:11]([CH2:12][N:13]3C(OC(C)(C)C)=O)[CH2:10]2)=[N:6][CH:7]=1.Cl. (8) The reactants are: Br[C:2]1[CH:10]=[CH:9][CH:8]=[C:7]2[C:3]=1[C:4]([CH:14]=[O:15])=[CH:5][N:6]2[CH:11]([CH3:13])[CH3:12].[F:16][C:17]1[CH:22]=[CH:21][C:20](B(O)O)=[CH:19][CH:18]=1. Given the product [F:16][C:17]1[CH:22]=[CH:21][C:20]([C:2]2[CH:10]=[CH:9][CH:8]=[C:7]3[C:3]=2[C:4]([CH:14]=[O:15])=[CH:5][N:6]3[CH:11]([CH3:13])[CH3:12])=[CH:19][CH:18]=1, predict the reactants needed to synthesize it.